From a dataset of Forward reaction prediction with 1.9M reactions from USPTO patents (1976-2016). Predict the product of the given reaction. (1) Given the reactants Cl[C:2]1[N:7]=[C:6]([C:8]2[CH:13]=[CH:12][C:11]([C@@H:14]([N:16]3[CH2:21][CH2:20][C@@:19]([C:26]4[CH:31]=[CH:30][C:29]([F:32])=[CH:28][CH:27]=4)([CH2:22][CH2:23][CH2:24][OH:25])[O:18][C:17]3=[O:33])[CH3:15])=[CH:10][CH:9]=2)[CH:5]=[CH:4][N:3]=1.CO.[NH3:36], predict the reaction product. The product is: [NH2:36][C:2]1[N:7]=[C:6]([C:8]2[CH:13]=[CH:12][C:11]([C@@H:14]([N:16]3[CH2:21][CH2:20][C@@:19]([C:26]4[CH:31]=[CH:30][C:29]([F:32])=[CH:28][CH:27]=4)([CH2:22][CH2:23][CH2:24][OH:25])[O:18][C:17]3=[O:33])[CH3:15])=[CH:10][CH:9]=2)[CH:5]=[CH:4][N:3]=1. (2) Given the reactants N(C(OC(C)C)=O)=NC(OC(C)C)=O.[Br:15][C:16]1[C:17]([F:23])=[C:18]([OH:22])[CH:19]=[CH:20][CH:21]=1.[O:24]1[CH2:28][CH2:27][CH2:26][C@H:25]1[CH2:29]O.C1(P(C2C=CC=CC=2)C2C=CC=CC=2)C=CC=CC=1, predict the reaction product. The product is: [Br:15][C:16]1[C:17]([F:23])=[C:18]([CH:19]=[CH:20][CH:21]=1)[O:22][CH2:29][C@@H:25]1[CH2:26][CH2:27][CH2:28][O:24]1. (3) The product is: [CH3:1][O:2][C:3]1[CH:25]=[CH:24][C:6]([O:7][C:8]2[CH:9]=[C:10]3[C:15](=[CH:16][CH:17]=2)[CH2:13][CH:12]([C:29]2[CH:34]=[CH:33][CH:32]=[CH:31][CH:30]=2)[CH2:11]3)=[C:5]([N+:26]([O-:28])=[O:27])[CH:4]=1. Given the reactants [CH3:1][O:2][C:3]1[CH:25]=[CH:24][C:6]([O:7][C:8]2[CH:9]=[C:10]3[C:15](=[CH:16][CH:17]=2)O[CH:13](C2C=CC=CC=2)[CH2:12][CH2:11]3)=[C:5]([N+:26]([O-:28])=[O:27])[CH:4]=1.[C:29]1(C2C[C:34]3[C:29](=[CH:30][CH:31]=[C:32](O)[CH:33]=3)C2)[CH:34]=[CH:33][CH:32]=[CH:31][CH:30]=1, predict the reaction product. (4) Given the reactants [C:1]([C:5]1[N:6]=[C:7]([N:22]2[CH2:27][CH2:26]O[CH2:24][CH2:23]2)[C:8]2[N:13]=[N:12][N:11]([CH2:14][C:15]3[CH:20]=[CH:19][CH:18]=[CH:17][C:16]=3[Cl:21])[C:9]=2[N:10]=1)([CH3:4])([CH3:3])[CH3:2].C([C:32]1[N:33]=C(Cl)C2N=NN(CC3C=CC=CC=3Cl)C=2N=1)(C)(C)C.N1CCC[C@H]1CN, predict the reaction product. The product is: [C:1]([C:5]1[N:6]=[C:7]([N:22]2[CH2:27][CH2:26][CH2:24][C@H:23]2[CH2:32][NH2:33])[C:8]2[N:13]=[N:12][N:11]([CH2:14][C:15]3[CH:20]=[CH:19][CH:18]=[CH:17][C:16]=3[Cl:21])[C:9]=2[N:10]=1)([CH3:4])([CH3:3])[CH3:2]. (5) Given the reactants Br[C:2]1[CH:11]=[CH:10][C:5]2[C:6]([CH3:9])=[N:7][O:8][C:4]=2[CH:3]=1.I[C:13]1[CH:14]=[C:15]([CH:31]=[CH:32][C:33]=1[CH3:34])[C:16]([NH:18][C:19]1[CH:24]=[CH:23][CH:22]=[C:21]([N:25]2[CH2:30][CH2:29][O:28][CH2:27][CH2:26]2)[CH:20]=1)=[O:17].[CH3:34][C:33]1[CH:32]=[CH:31][C:15]([C:16]([NH:18][C:19]2[CH:24]=[CH:23][CH:22]=[C:21]([N:25]3[CH2:26][CH2:27][O:28][CH2:29][CH2:30]3)[CH:20]=2)=[O:17])=[CH:14][C:13]=1B1OC(C)(C)C(C)(C)O1, predict the reaction product. The product is: [CH3:34][C:33]1[CH:13]=[CH:14][C:15]([C:16]([NH:18][C:19]2[CH:24]=[CH:23][CH:22]=[C:21]([N:25]3[CH2:26][CH2:27][O:28][CH2:29][CH2:30]3)[CH:20]=2)=[O:17])=[CH:31][C:32]=1[C:2]1[CH:11]=[CH:10][C:5]2[C:6]([CH3:9])=[N:7][O:8][C:4]=2[CH:3]=1. (6) The product is: [CH3:72][C:38]1([CH3:37])[CH2:39][CH2:40][CH2:41][CH:42]1[C:9]1[CH:93]=[C:94]([C:95]([O:97][CH3:109])=[O:96])[CH:3]=[CH:7][C:8]=1[C:28]1[CH:33]=[CH:32][CH:31]=[C:30]([O:34][CH3:35])[CH:29]=1. Given the reactants CC1(C)CCC[C@@H:3]1[C:7]1C=C(COC2C=C([C@H](CC)CC(O)=O)C=CC=2)C=[CH:9][C:8]=1[C:28]1[CH:33]=[CH:32][CH:31]=[C:30]([O:34][CH3:35])[CH:29]=1.[CH3:37][C:38]1([CH3:72])[CH2:42][CH2:41][CH2:40][C@H:39]1C1C=C(COC2C=C([C@H](CC)CC(O)=O)C=CC=2)C=CC=1C1C=CC=C(OC)C=1.CC1(C)CCC[C@@H]1C1C=C(COC2C=C([C@@H:93](CC)[CH2:94][C:95]([OH:97])=[O:96])C=CC=2)C=CC=1C1C=CC=C(OC)C=1.[CH3:109]C1(C)CCC[C@H]1C1C=C(COC2C=C([C@@H](CC)CC(O)=O)C=CC=2)C=CC=1C1C=CC=C(OC)C=1, predict the reaction product.